From a dataset of Reaction yield outcomes from USPTO patents with 853,638 reactions. Predict the reaction yield, written as a fraction of the theoretical maximum amount of product (1.0 means a 100% yield; for example, 0.34 means a 34% yield). The reactants are Br[C:2]1[CH:7]=[N:6][C:5]([Br:8])=[CH:4][N:3]=1.[CH3:9][O:10][CH2:11][CH2:12][OH:13].CC(C)([O-])C.[Na+]. The catalyst is C1COCC1. The product is [Br:8][C:5]1[CH:4]=[N:3][C:2]([O:13][CH2:12][CH2:11][O:10][CH3:9])=[CH:7][N:6]=1. The yield is 0.880.